From a dataset of Full USPTO retrosynthesis dataset with 1.9M reactions from patents (1976-2016). Predict the reactants needed to synthesize the given product. (1) The reactants are: [NH2:1][C@@H:2]1[CH2:11][CH2:10][C:9]2[C:4](=[C:5]([N:13]3[CH2:18][CH2:17][N:16]([CH3:19])[CH2:15][CH2:14]3)[CH:6]=[CH:7][C:8]=2[OH:12])[CH2:3]1.C(N(CC)CC)C.[CH2:27]([O:31][C:32]1[CH:40]=[CH:39][C:35]([C:36](Cl)=[O:37])=[CH:34][CH:33]=1)[CH2:28][CH2:29][CH3:30]. Given the product [OH:12][C:8]1[CH:7]=[CH:6][C:5]([N:13]2[CH2:18][CH2:17][N:16]([CH3:19])[CH2:15][CH2:14]2)=[C:4]2[C:9]=1[CH2:10][CH2:11][C@@H:2]([NH:1][C:36](=[O:37])[C:35]1[CH:34]=[CH:33][C:32]([O:31][CH2:27][CH2:28][CH2:29][CH3:30])=[CH:40][CH:39]=1)[CH2:3]2, predict the reactants needed to synthesize it. (2) Given the product [CH3:1]/[C:2](/[CH2:6][CH2:7][CH:8]=[C:9]([CH3:11])[CH3:10])=[CH:3]\[C:4]([NH:12][C:13]1[CH:18]=[CH:17][CH:16]=[CH:15][CH:14]=1)=[O:5], predict the reactants needed to synthesize it. The reactants are: [CH3:1]/[C:2](/[CH2:6][CH2:7][CH:8]=[C:9]([CH3:11])[CH3:10])=[CH:3]\[CH2:4][OH:5].[NH2:12][C:13]1[CH:18]=[CH:17][CH:16]=[CH:15][CH:14]=1.C(N(CC)CC)C.CN(C(ON1N=NC2C=CC=NC1=2)=[N+](C)C)C.F[P-](F)(F)(F)(F)F. (3) Given the product [CH:17]1[C:18]2[C:22]3[CH:23]=[CH:24][CH:25]=[CH:26][C:21]=3[S:20][C:19]=2[C:14]([C:4]2[CH:3]=[C:2]([B:35]3[O:36][C:37]([CH3:42])([CH3:43])[C:38]([CH3:40])([CH3:41])[O:39]3)[CH:7]=[C:6]([C:8]3[CH:13]=[CH:12][CH:11]=[CH:10][CH:9]=3)[CH:5]=2)=[CH:15][CH:16]=1, predict the reactants needed to synthesize it. The reactants are: Cl[C:2]1[CH:3]=[C:4]([C:14]2[C:19]3[S:20][C:21]4[CH:26]=[CH:25][CH:24]=[CH:23][C:22]=4[C:18]=3[CH:17]=[CH:16][CH:15]=2)[CH:5]=[C:6]([C:8]2[CH:13]=[CH:12][CH:11]=[CH:10][CH:9]=2)[CH:7]=1.[CH3:42][C:37]1([CH3:43])[C:38]([CH3:41])([CH3:40])[O:39][B:35]([B:35]2[O:39][C:38]([CH3:41])([CH3:40])[C:37]([CH3:43])([CH3:42])[O:36]2)[O:36]1.C([O-])(=O)C.[K+]. (4) Given the product [NH:15]1[CH:16]=[CH:17][C:13]([NH:12][C:4]2[N:3]=[C:2]([C:19]3[CH:24]=[CH:23][C:22]([CH3:25])=[CH:21][CH:20]=3)[C:11]3[C:6]([CH:5]=2)=[CH:7][CH:8]=[CH:9][CH:10]=3)=[N:14]1, predict the reactants needed to synthesize it. The reactants are: Cl[C:2]1[C:11]2[C:6](=[CH:7][CH:8]=[CH:9][CH:10]=2)[CH:5]=[C:4]([NH:12][C:13]2[CH:17]=[CH:16][NH:15][N:14]=2)[N:3]=1.B(O)(O)[C:19]1[CH:20]=[CH:21][C:22]([CH3:25])=[CH:23][CH:24]=1. (5) Given the product [CH2:1]([N:8]1[C:12]([C:19]2[CH:18]=[CH:17][C:16]([F:15])=[CH:21][C:20]=2[F:22])=[CH:11][N:10]=[C:9]1[CH3:14])[C:2]1[CH:7]=[CH:6][CH:5]=[CH:4][CH:3]=1, predict the reactants needed to synthesize it. The reactants are: [CH2:1]([N:8]1[C:12](Br)=[CH:11][N:10]=[C:9]1[CH3:14])[C:2]1[CH:7]=[CH:6][CH:5]=[CH:4][CH:3]=1.[F:15][C:16]1[CH:21]=[C:20]([F:22])[CH:19]=[CH:18][C:17]=1B(O)O.C(=O)([O-])[O-].[Na+].[Na+].CO. (6) Given the product [N:3]1[CH:4]=[CH:8][N:10]2[CH2:13][CH2:14][N:10]([C:8]([C:4]3[N:3]=[C:2]([NH:17][C:18]4[S:19][C:20]([C:26]5[CH:31]=[CH:30][C:29]([C:32]([OH:35])([CH3:33])[CH3:34])=[CH:28][C:27]=5[F:36])=[CH:21][C:22]=4[C:23]([NH2:25])=[O:24])[CH:7]=[CH:6][CH:5]=3)=[O:9])[CH2:11][C:12]=12, predict the reactants needed to synthesize it. The reactants are: Br[C:2]1[CH:7]=[CH:6][CH:5]=[C:4]([C:8]([N:10]2[CH2:14][CH2:13][C@@H:12](OC)[CH2:11]2)=[O:9])[N:3]=1.[NH2:17][C:18]1[S:19][C:20]([C:26]2[CH:31]=[CH:30][C:29]([C:32]([OH:35])([CH3:34])[CH3:33])=[CH:28][C:27]=2[F:36])=[CH:21][C:22]=1[C:23]([NH2:25])=[O:24]. (7) The reactants are: Br[C:2]1[C:15]2[C:16]3=[C:17]4[C:12](=[CH:13][CH:14]=2)[CH:11]=[CH:10][CH:9]=[C:8]4[CH:7]=[CH:6][C:5]3=[CH:4][CH:3]=1.N1CCC[CH2:20][CH2:19]1.CC(O)(C)C#C.C1(P(C2C=CC=CC=2)C2C=CC=CC=2)C=CC=CC=1.[Br-].[Li+]. Given the product [C:19]([C:2]1[C:15]2[C:16]3=[C:17]4[C:12](=[CH:13][CH:14]=2)[CH:11]=[CH:10][CH:9]=[C:8]4[CH:7]=[CH:6][C:5]3=[CH:4][CH:3]=1)#[CH:20], predict the reactants needed to synthesize it.